From a dataset of Full USPTO retrosynthesis dataset with 1.9M reactions from patents (1976-2016). Predict the reactants needed to synthesize the given product. (1) The reactants are: [CH3:1][C:2]1([CH3:12])[O:6][C:5](=[CH:7][C:8](Cl)=[O:9])[C:4](=[O:11])[O:3]1.[C:13]([NH:16][C:17]1[CH:26]=[CH:25][C:20]([CH2:21][NH:22][O:23][CH3:24])=[CH:19][CH:18]=1)(=[O:15])[CH3:14]. Given the product [C:13]([NH:16][C:17]1[CH:26]=[CH:25][C:20]([CH2:21][N:22]([O:23][CH3:24])[C:8](=[O:9])[CH:7]=[C:5]2[C:4](=[O:11])[O:3][C:2]([CH3:12])([CH3:1])[O:6]2)=[CH:19][CH:18]=1)(=[O:15])[CH3:14], predict the reactants needed to synthesize it. (2) Given the product [C:36]([C:24]1([CH2:23][CH2:22][O:21][C:15]2[CH:14]=[C:13]3[C:18]([CH2:19][CH2:20][NH:11][CH2:12]3)=[CH:17][CH:16]=2)[CH2:25][CH2:26][N:27]([C:30]2[CH:31]=[CH:32][N:33]=[CH:34][CH:35]=2)[CH2:28][CH2:29]1)#[N:37], predict the reactants needed to synthesize it. The reactants are: C(OC([N:11]1[CH2:20][CH2:19][C:18]2[C:13](=[CH:14][C:15]([O:21][CH2:22][CH2:23][C:24]3([C:36]#[N:37])[CH2:29][CH2:28][N:27]([C:30]4[CH:35]=[CH:34][N:33]=[CH:32][CH:31]=4)[CH2:26][CH2:25]3)=[CH:16][CH:17]=2)[CH2:12]1)=O)C1C=CC=CC=1.C([O-])=O.[NH4+]. (3) Given the product [Cl:13][C:14]1[CH:15]=[C:16]([C:21]2[CH:26]=[C:25]([F:27])[CH:24]=[CH:23][C:22]=2[NH:28][C:8]([C:7]2[C:3]([CH:2]([F:12])[F:1])=[N:4][N:5]([CH3:11])[CH:6]=2)=[O:9])[CH:17]=[CH:18][C:19]=1[Cl:20], predict the reactants needed to synthesize it. The reactants are: [F:1][CH:2]([F:12])[C:3]1[C:7]([C:8](Cl)=[O:9])=[CH:6][N:5]([CH3:11])[N:4]=1.[Cl:13][C:14]1[CH:15]=[C:16]([C:21]2[CH:26]=[C:25]([F:27])[CH:24]=[CH:23][C:22]=2[NH2:28])[CH:17]=[CH:18][C:19]=1[Cl:20]. (4) Given the product [F:12][C:8](=[C:9]([F:11])[F:10])[CH2:7][CH2:6][S:1][C:2]#[N:3], predict the reactants needed to synthesize it. The reactants are: [S-:1][C:2]#[N:3].[NH4+].Br[CH2:6][CH2:7][C:8]([F:12])=[C:9]([F:11])[F:10]. (5) The reactants are: [F:1][C:2]1[CH:3]=[CH:4][C:5]([OH:11])=[C:6]([C:8](=[O:10])[CH3:9])[CH:7]=1.[CH3:12][CH2:13][C:14](=O)[CH2:15][CH3:16].N1CCCC1. Given the product [CH2:13]([C:14]1([CH2:15][CH3:16])[CH2:9][C:8](=[O:10])[C:6]2[C:5](=[CH:4][CH:3]=[C:2]([F:1])[CH:7]=2)[O:11]1)[CH3:12], predict the reactants needed to synthesize it.